This data is from Forward reaction prediction with 1.9M reactions from USPTO patents (1976-2016). The task is: Predict the product of the given reaction. Given the reactants [CH3:1][O:2][C:3](=[O:24])[CH2:4][C:5]1[C:6]([C:18]2[CH:23]=[CH:22][CH:21]=[CH:20][CH:19]=2)=[C:7]2[C:14]3[CH2:15][CH2:16][CH2:17][C:13]=3[S:12][C:8]2=[N:9][C:10]=1[CH3:11].[Li+].C[Si]([N-][Si](C)(C)C)(C)C.[CH2:35]1[CH2:39]OC[CH2:36]1.ICCC, predict the reaction product. The product is: [CH3:11][C:10]1[N:9]=[C:8]2[S:12][C:13]3[CH2:17][CH2:16][CH2:15][C:14]=3[C:7]2=[C:6]([C:18]2[CH:23]=[CH:22][CH:21]=[CH:20][CH:19]=2)[C:5]=1[CH:4]([CH2:36][CH2:35][CH3:39])[C:3]([O:2][CH3:1])=[O:24].